Dataset: CYP2D6 inhibition data for predicting drug metabolism from PubChem BioAssay. Task: Regression/Classification. Given a drug SMILES string, predict its absorption, distribution, metabolism, or excretion properties. Task type varies by dataset: regression for continuous measurements (e.g., permeability, clearance, half-life) or binary classification for categorical outcomes (e.g., BBB penetration, CYP inhibition). Dataset: cyp2d6_veith. (1) The compound is O=C(O)C1=CCCN(CCOC(c2ccc(C(F)(F)F)cc2)c2ccc(C(F)(F)F)cc2)C1. The result is 0 (non-inhibitor). (2) The compound is Nc1c(N=Nc2cccc(Cl)c2)c(=O)[nH]n1-c1ccccc1. The result is 0 (non-inhibitor).